From a dataset of Forward reaction prediction with 1.9M reactions from USPTO patents (1976-2016). Predict the product of the given reaction. (1) Given the reactants C[O:2][C:3](=[O:28])[CH2:4][N:5]1[CH:10]=[CH:9][C:8]([C:11]([OH:26])([C:22]([F:25])([F:24])[F:23])[CH:12]([C:14]2[CH:19]=[CH:18][C:17]([Cl:20])=[CH:16][C:15]=2[Cl:21])[CH3:13])=[CH:7][C:6]1=[O:27].[OH-].[Na+].Cl, predict the reaction product. The product is: [Cl:21][C:15]1[CH:16]=[C:17]([Cl:20])[CH:18]=[CH:19][C:14]=1[CH:12]([CH3:13])[C:11]([C:8]1[CH:9]=[CH:10][N:5]([CH2:4][C:3]([OH:28])=[O:2])[C:6](=[O:27])[CH:7]=1)([OH:26])[C:22]([F:23])([F:24])[F:25]. (2) Given the reactants [CH2:1]([C:8]1(C(O)=O)[C:16]2[C:11](=[CH:12][CH:13]=[CH:14][CH:15]=2)[CH2:10][CH2:9]1)[C:2]1[CH:7]=[CH:6][CH:5]=[CH:4][CH:3]=1.CN1[CH2:26][CH2:25][O:24]CC1.ClC(OCC(C)C)=O.[N+](=C)=[N-].CC1C=CC(S(N(N=O)C)(=O)=O)=CC=1.[OH-].[K+].[BrH:54], predict the reaction product. The product is: [CH2:1]([C:8]1([C:25](=[O:24])[CH2:26][Br:54])[C:16]2[C:11](=[CH:12][CH:13]=[CH:14][CH:15]=2)[CH2:10][CH2:9]1)[C:2]1[CH:7]=[CH:6][CH:5]=[CH:4][CH:3]=1. (3) Given the reactants [Cl:1][C:2]1[CH:3]=[C:4]([CH:6]=[CH:7][C:8]=1[O:9][CH:10]([C:12]1[C:17]([Cl:18])=[CH:16][CH:15]=[C:14]([F:19])[C:13]=1[Cl:20])[CH3:11])[NH2:5].[S-:21][C:22]#[N:23].[K+].BrBr, predict the reaction product. The product is: [Cl:1][C:2]1[C:8]([O:9][CH:10]([C:12]2[C:17]([Cl:18])=[CH:16][CH:15]=[C:14]([F:19])[C:13]=2[Cl:20])[CH3:11])=[CH:7][C:6]2[S:21][C:22]([NH2:23])=[N:5][C:4]=2[CH:3]=1. (4) Given the reactants C[O:2][C:3](=[O:36])[C:4]1[CH:9]=[CH:8][C:7]([N:10]([CH2:23][C:24]2[CH:29]=[CH:28][C:27]([CH:30]3[CH2:35][CH2:34][CH2:33][CH2:32][CH2:31]3)=[CH:26][CH:25]=2)[CH2:11][C:12]2[CH:17]=[CH:16][C:15]([O:18][C:19]([F:22])([F:21])[F:20])=[CH:14][CH:13]=2)=[CH:6][CH:5]=1.[OH-].[Na+].C(O)(=O)C, predict the reaction product. The product is: [CH:30]1([C:27]2[CH:28]=[CH:29][C:24]([CH2:23][N:10]([CH2:11][C:12]3[CH:13]=[CH:14][C:15]([O:18][C:19]([F:22])([F:21])[F:20])=[CH:16][CH:17]=3)[C:7]3[CH:8]=[CH:9][C:4]([C:3]([OH:36])=[O:2])=[CH:5][CH:6]=3)=[CH:25][CH:26]=2)[CH2:31][CH2:32][CH2:33][CH2:34][CH2:35]1. (5) Given the reactants [CH3:1][N:2]([CH3:15])[C:3]1[CH:8]=[CH:7][C:6]([CH:9]([OH:14])[C@H:10]([CH3:13])[C:11]#[CH:12])=[CH:5][CH:4]=1.[C:16](O)(C(F)(F)F)=O, predict the reaction product. The product is: [CH3:16][O:14][CH:9]([C:6]1[CH:7]=[CH:8][C:3]([N:2]([CH3:1])[CH3:15])=[CH:4][CH:5]=1)[C@H:10]([CH3:13])[C:11]#[CH:12]. (6) Given the reactants [Cl:1][C:2]1[CH:3]=[CH:4][CH:5]=[C:6]2[C:11]=1[CH:10]=[C:9]([CH:12]=O)[CH:8]=[CH:7]2.Cl.[NH2:15]O, predict the reaction product. The product is: [Cl:1][C:2]1[CH:3]=[CH:4][CH:5]=[C:6]2[C:11]=1[CH:10]=[C:9]([C:12]#[N:15])[CH:8]=[CH:7]2. (7) Given the reactants [NH2:1][C:2]1[CH:9]=[C:8](F)[C:5]([C:6]#[N:7])=[CH:4][N:3]=1.[F:11][CH2:12][CH2:13][NH2:14], predict the reaction product. The product is: [NH2:1][C:2]1[CH:9]=[C:8]([NH:14][CH2:13][CH2:12][F:11])[C:5]([C:6]#[N:7])=[CH:4][N:3]=1. (8) Given the reactants C([O:8][C:9]1[CH:14]=[CH:13][C:12]([S:15]([NH:18][C@@H:19]2[CH2:24][CH2:23][O:22][CH2:21][C@:20]2([CH3:33])[C:25]([NH:27][O:28][C:29]([CH3:32])([CH3:31])[CH3:30])=[O:26])(=[O:17])=[O:16])=[CH:11][CH:10]=1)C1C=CC=CC=1, predict the reaction product. The product is: [C:29]([O:28][NH:27][C:25]([C@:20]1([CH3:33])[C@H:19]([NH:18][S:15]([C:12]2[CH:13]=[CH:14][C:9]([OH:8])=[CH:10][CH:11]=2)(=[O:17])=[O:16])[CH2:24][CH2:23][O:22][CH2:21]1)=[O:26])([CH3:32])([CH3:30])[CH3:31]. (9) Given the reactants C1(O[C:8](=[O:16])[NH:9][C:10]2[CH:15]=[CH:14][N:13]=[CH:12][CH:11]=2)C=CC=CC=1.[F:17][C:18]1([F:34])[O:22][C:21]2[CH:23]=[CH:24][C:25]([CH2:27][N:28]3[CH2:33][CH2:32][NH:31][CH2:30][CH2:29]3)=[CH:26][C:20]=2[O:19]1, predict the reaction product. The product is: [N:13]1[CH:12]=[CH:11][C:10]([NH:9][C:8]([N:31]2[CH2:32][CH2:33][N:28]([CH2:27][C:25]3[CH:24]=[CH:23][C:21]4[O:22][C:18]([F:34])([F:17])[O:19][C:20]=4[CH:26]=3)[CH2:29][CH2:30]2)=[O:16])=[CH:15][CH:14]=1. (10) Given the reactants [Br:1][C:2]1[CH:7]=[CH:6][C:5]([N:8]2[CH:12]=[C:11]([C:13](=[O:15])[CH3:14])[N:10]=[C:9]2[C:16]2[CH:21]=[CH:20][CH:19]=[CH:18][C:17]=2[C:22]([F:25])([F:24])[F:23])=[CH:4][CH:3]=1.[F:26][C:27]([Si](C)(C)C)([F:29])[F:28].[F-].C([N+](CCCC)(CCCC)CCCC)CCC, predict the reaction product. The product is: [Br:1][C:2]1[CH:7]=[CH:6][C:5]([N:8]2[CH:12]=[C:11]([C:13]([OH:15])([CH3:14])[C:27]([F:29])([F:28])[F:26])[N:10]=[C:9]2[C:16]2[CH:21]=[CH:20][CH:19]=[CH:18][C:17]=2[C:22]([F:24])([F:23])[F:25])=[CH:4][CH:3]=1.